Dataset: Catalyst prediction with 721,799 reactions and 888 catalyst types from USPTO. Task: Predict which catalyst facilitates the given reaction. (1) Reactant: [N:1]([CH2:4][C@@H:5]([C:14]1[CH:23]=[CH:22][C:21]([O:24]CC2C=CC=CC=2)=[C:20]2[C:15]=1[CH:16]=[CH:17][C:18](=[O:32])[NH:19]2)[O:6][Si:7]([C:10]([CH3:13])([CH3:12])[CH3:11])([CH3:9])[CH3:8])=[N+]=[N-]. Product: [NH2:1][CH2:4][C@@H:5]([C:14]1[CH:23]=[CH:22][C:21]([OH:24])=[C:20]2[C:15]=1[CH:16]=[CH:17][C:18](=[O:32])[NH:19]2)[O:6][Si:7]([C:10]([CH3:13])([CH3:12])[CH3:11])([CH3:9])[CH3:8]. The catalyst class is: 29. (2) Product: [CH2:1]([OH:10])[CH:2]([OH:3])[CH:4]([OH:5])[CH:6]([OH:7])[CH:8]=[O:9]. The catalyst class is: 8. Reactant: [CH2:1]([OH:10])[C@@H:2]([C@H:4]([C@@H:6]([CH2:8][OH:9])[OH:7])[OH:5])[OH:3]. (3) Reactant: [CH3:1][C:2](=[CH2:13])[CH2:3][CH2:4][O:5][CH2:6][C:7]1[CH:12]=[CH:11][CH:10]=[CH:9][CH:8]=1.[C:14]1([OH:20])[CH:19]=[CH:18][CH:17]=[CH:16][CH:15]=1.O. Product: [CH2:6]([O:5][CH2:4][CH2:3][C:2]([CH3:1])([O:20][C:14]1[CH:19]=[CH:18][CH:17]=[CH:16][CH:15]=1)[CH3:13])[C:7]1[CH:12]=[CH:11][CH:10]=[CH:9][CH:8]=1. The catalyst class is: 2.